This data is from Catalyst prediction with 721,799 reactions and 888 catalyst types from USPTO. The task is: Predict which catalyst facilitates the given reaction. (1) Reactant: [H-].[Na+].[OH:3][CH2:4][C:5]1[O:9][N:8]=[C:7]([C:10]([O:12][CH2:13][CH3:14])=[O:11])[CH:6]=1.Br[CH2:16][CH2:17][CH2:18][CH2:19][C:20]1[CH:25]=[CH:24][CH:23]=[CH:22][CH:21]=1.[Cl-].[NH4+]. Product: [C:20]1([CH2:19][CH2:18][CH2:17][CH2:16][O:3][CH2:4][C:5]2[O:9][N:8]=[C:7]([C:10]([O:12][CH2:13][CH3:14])=[O:11])[CH:6]=2)[CH:25]=[CH:24][CH:23]=[CH:22][CH:21]=1. The catalyst class is: 9. (2) Reactant: [CH2:1]([C@@H:8]1[CH2:12][O:11][C:10](=[O:13])[N:9]1[C:14](=[O:23])[CH2:15][C:16]1[CH:21]=[CH:20][C:19]([Cl:22])=[CH:18][CH:17]=1)[C:2]1[CH:7]=[CH:6][CH:5]=[CH:4][CH:3]=1.C1(C)C=CC=CC=1.CCN(C(C)C)C(C)C.[CH3:40][O:41][C:42]1[CH:59]=[C:58]([O:60][CH3:61])[CH:57]=[CH:56][C:43]=1[CH2:44][N:45]([CH2:53]OC)[C:46](=[O:52])[O:47][C:48]([CH3:51])([CH3:50])[CH3:49]. Product: [CH3:40][O:41][C:42]1[CH:59]=[C:58]([O:60][CH3:61])[CH:57]=[CH:56][C:43]=1[CH2:44][N:45]([CH2:53][C@H:15]([C:16]1[CH:17]=[CH:18][C:19]([Cl:22])=[CH:20][CH:21]=1)[C:14]([N:9]1[C@H:8]([CH2:1][C:2]2[CH:7]=[CH:6][CH:5]=[CH:4][CH:3]=2)[CH2:12][O:11][C:10]1=[O:13])=[O:23])[C:46](=[O:52])[O:47][C:48]([CH3:51])([CH3:50])[CH3:49]. The catalyst class is: 388.